Dataset: Reaction yield outcomes from USPTO patents with 853,638 reactions. Task: Predict the reaction yield, written as a fraction of the theoretical maximum amount of product (1.0 means a 100% yield; for example, 0.34 means a 34% yield). The reactants are Cl[C:2]1[N:7]=[CH:6][C:5]([C:8]2[CH:13]=[CH:12][N:11]=[C:10]([NH:14][C:15]3[CH:16]=[C:17]([NH:22][C:23](=[O:34])[C:24]4[CH:29]=[CH:28][CH:27]=[C:26]([C:30]([F:33])([F:32])[F:31])[CH:25]=4)[CH:18]=[CH:19][C:20]=3[CH3:21])[N:9]=2)=[CH:4][CH:3]=1.[CH:35]1([NH2:38])[CH2:37][CH2:36]1. The catalyst is O. The product is [CH:35]1([NH:38][C:2]2[N:7]=[CH:6][C:5]([C:8]3[CH:13]=[CH:12][N:11]=[C:10]([NH:14][C:15]4[CH:16]=[C:17]([NH:22][C:23](=[O:34])[C:24]5[CH:29]=[CH:28][CH:27]=[C:26]([C:30]([F:33])([F:31])[F:32])[CH:25]=5)[CH:18]=[CH:19][C:20]=4[CH3:21])[N:9]=3)=[CH:4][CH:3]=2)[CH2:37][CH2:36]1. The yield is 0.115.